The task is: Predict the reaction yield, written as a fraction of the theoretical maximum amount of product (1.0 means a 100% yield; for example, 0.34 means a 34% yield).. This data is from Reaction yield outcomes from USPTO patents with 853,638 reactions. (1) The reactants are Br[C:2]1[CH:3]=[C:4]([C:7]([O:9][CH3:10])=[O:8])[S:5][CH:6]=1.[CH2:11]([N:13]1[C:17](B2OC(C)(C)C(C)(C)O2)=[C:16]([CH3:27])[CH:15]=[N:14]1)[CH3:12].C([O-])([O-])=O.[K+].[K+]. The catalyst is C1C=CC([P]([Pd]([P](C2C=CC=CC=2)(C2C=CC=CC=2)C2C=CC=CC=2)([P](C2C=CC=CC=2)(C2C=CC=CC=2)C2C=CC=CC=2)[P](C2C=CC=CC=2)(C2C=CC=CC=2)C2C=CC=CC=2)(C2C=CC=CC=2)C2C=CC=CC=2)=CC=1. The product is [CH2:11]([N:13]1[C:17]([C:2]2[CH:3]=[C:4]([C:7]([O:9][CH3:10])=[O:8])[S:5][CH:6]=2)=[C:16]([CH3:27])[CH:15]=[N:14]1)[CH3:12]. The yield is 0.790. (2) The reactants are [OH:1][C@H:2]1[CH2:7][CH2:6][C@H:5]([N:8]2[C:13](=[O:14])[C:12]([CH2:15][C:16]3[CH:21]=[CH:20][C:19]([C:22]4[C:23]([C:28]#[N:29])=[CH:24][CH:25]=[CH:26][CH:27]=4)=[C:18]([CH3:30])[CH:17]=3)=[C:11]([CH2:31][CH2:32][CH3:33])[N:10]3[N:34]=[C:35]([CH3:37])[N:36]=[C:9]23)[CH2:4][CH2:3]1.[N+](=[CH:40][C:41]([O:43][CH2:44][CH3:45])=[O:42])=[N-].O. The catalyst is C1(C)C=CC=CC=1.C([O-])(=O)C.[Rh+]. The product is [CH2:44]([O:43][C:41](=[O:42])[CH2:40][O:1][C@H:2]1[CH2:7][CH2:6][C@H:5]([N:8]2[C:13](=[O:14])[C:12]([CH2:15][C:16]3[CH:21]=[CH:20][C:19]([C:22]4[CH:27]=[CH:26][CH:25]=[CH:24][C:23]=4[C:28]#[N:29])=[C:18]([CH3:30])[CH:17]=3)=[C:11]([CH2:31][CH2:32][CH3:33])[N:10]3[N:34]=[C:35]([CH3:37])[N:36]=[C:9]23)[CH2:4][CH2:3]1)[CH3:45]. The yield is 0.600. (3) The reactants are [Br:1][C:2]1[CH:7]=[CH:6][C:5]([C:8]2[O:9][C:10]3[C:11](=[C:13]([C:17]([OH:19])=O)[CH:14]=[CH:15][CH:16]=3)[N:12]=2)=[CH:4][CH:3]=1.C1C=CC2N(O)N=[N:26]C=2C=1.CCN=C=NCCCN(C)C.CCN(C(C)C)C(C)C.[Cl-].[NH4+].Cl. The catalyst is CN(C)C=O.O. The product is [Br:1][C:2]1[CH:7]=[CH:6][C:5]([C:8]2[O:9][C:10]3[C:11](=[C:13]([C:17]([NH2:26])=[O:19])[CH:14]=[CH:15][CH:16]=3)[N:12]=2)=[CH:4][CH:3]=1. The yield is 0.0415. (4) The reactants are [OH:1][C:2]1[CH:3]=[CH:4][C:5]2[C:6]3[N:7]([CH2:21][CH2:22][N:23]=3)[C:8]([NH:12][C:13](=[O:20])[C:14]3[CH:19]=[CH:18][CH:17]=[N:16][CH:15]=3)=[N:9][C:10]=2[CH:11]=1.Br[CH2:25][CH2:26][N:27]1[CH:31]=[CH:30][CH:29]=[CH:28]1.C(=O)([O-])[O-].[K+].[K+]. The catalyst is CN(C)C=O. The product is [N:27]1([CH2:26][CH2:25][O:1][C:2]2[CH:3]=[CH:4][C:5]3[C:6]4[N:7]([CH2:21][CH2:22][N:23]=4)[C:8]([NH:12][C:13](=[O:20])[C:14]4[CH:19]=[CH:18][CH:17]=[N:16][CH:15]=4)=[N:9][C:10]=3[CH:11]=2)[CH:31]=[CH:30][CH:29]=[CH:28]1. The yield is 0.540. (5) The reactants are [Cl:1][C:2]1[N:3]([S:15]([C:18]2[CH:23]=[CH:22][C:21]([C:24]([F:27])([F:26])[F:25])=[CH:20][CH:19]=2)(=[O:17])=[O:16])[C:4]([C:9]2[CH:14]=[CH:13][CH:12]=[CH:11][CH:10]=2)=[CH:5][C:6]=1[CH:7]=O.CO.[CH3:30][NH2:31].[BH4-].[Na+].Cl.C(=O)([O-])O.[Na+]. The catalyst is CO. The product is [ClH:1].[Cl:1][C:2]1[N:3]([S:15]([C:18]2[CH:23]=[CH:22][C:21]([C:24]([F:27])([F:26])[F:25])=[CH:20][CH:19]=2)(=[O:17])=[O:16])[C:4]([C:9]2[CH:14]=[CH:13][CH:12]=[CH:11][CH:10]=2)=[CH:5][C:6]=1[CH2:7][NH:31][CH3:30]. The yield is 0.550. (6) The reactants are [F:1][C:2]1[C:7]([CH3:8])=[CH:6][C:5]([S:9](O)(=[O:11])=[O:10])=[C:4]([N+:13]([O-:15])=[O:14])[CH:3]=1.O=S(Cl)[Cl:18]. The catalyst is CN(C=O)C. The product is [F:1][C:2]1[C:7]([CH3:8])=[CH:6][C:5]([S:9]([Cl:18])(=[O:11])=[O:10])=[C:4]([N+:13]([O-:15])=[O:14])[CH:3]=1. The yield is 0.990. (7) The reactants are [NH2:1][CH2:2][C:3]([OH:5])=[O:4].[C:6]1([S:12](Cl)(=[O:14])=[O:13])[CH:11]=[CH:10][CH:9]=[CH:8][CH:7]=1.[OH-].[Na+]. No catalyst specified. The product is [C:6]1([S:12]([NH:1][CH2:2][C:3]([OH:5])=[O:4])(=[O:14])=[O:13])[CH:11]=[CH:10][CH:9]=[CH:8][CH:7]=1. The yield is 0.480. (8) The reactants are [CH3:1][O:2][C:3]1[CH:4]=[C:5]2[C:10](=[CH:11][C:12]=1[O:13][CH3:14])[N:9]=[CH:8][N:7]=[C:6]2[O:15][C:16]1[CH:22]=[CH:21][C:19]([NH2:20])=[C:18]([O:23][CH3:24])[CH:17]=1.Cl[C:26](Cl)([O:28][C:29](=[O:35])OC(Cl)(Cl)Cl)Cl.[CH:37]1(O)[CH2:43][CH2:42]C[CH2:40][CH2:39][CH2:38]1.C(=O)(O)[O-].[Na+]. The catalyst is C(Cl)Cl.C(N(CC)CC)C.C1(C)C=CC=CC=1. The product is [CH3:1][O:2][C:3]1[CH:4]=[C:5]2[C:10](=[CH:11][C:12]=1[O:13][CH3:14])[N:9]=[CH:8][N:7]=[C:6]2[O:15][C:16]1[CH:22]=[CH:21][C:19]([NH:20][C:29](=[O:35])[O:28][CH:26]2[CH2:40][CH2:39][CH2:38][CH2:37][CH2:43][CH2:42]2)=[C:18]([O:23][CH3:24])[CH:17]=1. The yield is 0.610. (9) The reactants are NS(N)(=O)=O.Cl[CH2:7][CH2:8][CH2:9][S:10]([N:13]1[CH2:18][CH2:17][CH:16]([C:19]2[C:27]3[C:22](=[C:23]([C:34]([NH2:36])=[O:35])[CH:24]=[C:25]([C:28]4[CH:33]=[CH:32][CH:31]=[CH:30][CH:29]=4)[CH:26]=3)[NH:21][CH:20]=2)[CH2:15][CH2:14]1)(=[O:12])=[O:11].[NH:37]1[CH2:42][CH2:41][O:40][CH2:39][CH2:38]1.C([O-])([O-])=O.[K+].[K+].[Na+].[I-]. No catalyst specified. The product is [N:37]1([CH2:7][CH2:8][CH2:9][S:10]([N:13]2[CH2:18][CH2:17][CH:16]([C:19]3[C:27]4[C:22](=[C:23]([C:34]([NH2:36])=[O:35])[CH:24]=[C:25]([C:28]5[CH:33]=[CH:32][CH:31]=[CH:30][CH:29]=5)[CH:26]=4)[NH:21][CH:20]=3)[CH2:15][CH2:14]2)(=[O:12])=[O:11])[CH2:42][CH2:41][O:40][CH2:39][CH2:38]1. The yield is 0.300.